This data is from Full USPTO retrosynthesis dataset with 1.9M reactions from patents (1976-2016). The task is: Predict the reactants needed to synthesize the given product. (1) The reactants are: Br[C:2]1[CH:3]=[C:4]([C:14]([NH:16][CH2:17][C:18]2[C:19](=[O:28])[NH:20][C:21]([CH3:27])=[CH:22][C:23]=2[CH:24]([CH3:26])[CH3:25])=[O:15])[C:5]2[CH:6]=[N:7][N:8]([CH:11]([CH3:13])[CH3:12])[C:9]=2[CH:10]=1.[CH3:29][N:30]([CH3:47])[CH2:31][C:32]1[CH:37]=[CH:36][C:35](B2OC(C)(C)C(C)(C)O2)=[CH:34][CH:33]=1. Given the product [CH3:29][N:30]([CH2:31][C:32]1[CH:37]=[CH:36][C:35]([C:2]2[CH:3]=[C:4]([C:14]([NH:16][CH2:17][C:18]3[C:19](=[O:28])[NH:20][C:21]([CH3:27])=[CH:22][C:23]=3[CH:24]([CH3:25])[CH3:26])=[O:15])[C:5]3[CH:6]=[N:7][N:8]([CH:11]([CH3:12])[CH3:13])[C:9]=3[CH:10]=2)=[CH:34][CH:33]=1)[CH3:47], predict the reactants needed to synthesize it. (2) Given the product [Cl:1][C:2]1[N:7]=[CH:6][C:5]2[C:8]([I:11])=[N:9][N:10]([CH:15]([CH3:17])[CH3:16])[C:4]=2[CH:3]=1, predict the reactants needed to synthesize it. The reactants are: [Cl:1][C:2]1[N:7]=[CH:6][C:5]2[C:8]([I:11])=[N:9][NH:10][C:4]=2[CH:3]=1.[H-].[Na+].Br[CH:15]([CH3:17])[CH3:16]. (3) The reactants are: C[N:2](C)/[CH:3]=[C:4](/[N:7]1[CH:11]=[C:10]([C:12]2[N:13]=[CH:14][S:15][CH:16]=2)[N:9]=[CH:8]1)\[C:5]#[N:6].O.[NH2:19]N.Cl. Given the product [S:15]1[CH:16]=[C:12]([C:10]2[N:9]=[CH:8][N:7]([C:4]3[CH:3]=[N:2][NH:6][C:5]=3[NH2:19])[CH:11]=2)[N:13]=[CH:14]1, predict the reactants needed to synthesize it.